This data is from Full USPTO retrosynthesis dataset with 1.9M reactions from patents (1976-2016). The task is: Predict the reactants needed to synthesize the given product. (1) Given the product [C:34]1([C:32](=[O:33])[CH2:31][CH2:30][N:1]2[CH2:6][CH2:5][CH:4]([N:7]([CH2:21][CH3:22])[C:8](=[O:20])[CH2:9][C:10]3[CH:15]=[CH:14][C:13]([S:16]([CH3:19])(=[O:17])=[O:18])=[CH:12][CH:11]=3)[CH2:3][CH2:2]2)[CH:39]=[CH:38][CH:37]=[CH:36][CH:35]=1, predict the reactants needed to synthesize it. The reactants are: [NH:1]1[CH2:6][CH2:5][CH:4]([N:7]([CH2:21][CH3:22])[C:8](=[O:20])[CH2:9][C:10]2[CH:15]=[CH:14][C:13]([S:16]([CH3:19])(=[O:18])=[O:17])=[CH:12][CH:11]=2)[CH2:3][CH2:2]1.C(=O)([O-])[O-].[K+].[K+].Cl[CH2:30][CH2:31][C:32]([C:34]1[CH:39]=[CH:38][CH:37]=[CH:36][CH:35]=1)=[O:33]. (2) Given the product [C:33]([NH:20][C:15]1[C:14]([C:13]2[N:9]([C:3]3[CH:4]=[CH:5][CH:6]=[C:7]([Cl:8])[C:2]=3[Cl:1])[N:10]=[N:11][N:12]=2)=[CH:19][CH:18]=[CH:17][N:16]=1)([CH3:34])([CH3:38])[CH3:32].[C:14]([NH:39][C:34]1[C:33]([C:32]2[N:28]([C:24]3[CH:25]=[CH:26][CH:27]=[C:22]([Cl:21])[C:23]=3[F:40])[N:29]=[N:30][N:31]=2)=[CH:38][CH:37]=[CH:36][N:35]=1)([CH3:15])([CH3:19])[CH3:13], predict the reactants needed to synthesize it. The reactants are: [Cl:1][C:2]1[C:7]([Cl:8])=[CH:6][CH:5]=[CH:4][C:3]=1[N:9]1[C:13]([C:14]2[C:15]([NH2:20])=[N:16][CH:17]=[CH:18][CH:19]=2)=[N:12][N:11]=[N:10]1.[Cl:21][C:22]1[C:23]([F:40])=[C:24]([N:28]2[C:32]([C:33]3[C:34]([NH2:39])=[N:35][CH:36]=[CH:37][CH:38]=3)=[N:31][N:30]=[N:29]2)[CH:25]=[CH:26][CH:27]=1. (3) Given the product [Si:1]([O:8][CH2:9][C@@H:10](/[N:15]=[CH:19]/[CH:20]([F:22])[F:21])[CH2:11][CH:12]([CH3:13])[CH3:14])([C:4]([CH3:7])([CH3:6])[CH3:5])([CH3:3])[CH3:2], predict the reactants needed to synthesize it. The reactants are: [Si:1]([O:8][CH2:9][C@@H:10]([NH2:15])[CH2:11][CH:12]([CH3:14])[CH3:13])([C:4]([CH3:7])([CH3:6])[CH3:5])([CH3:3])[CH3:2].C(O[CH:19](O)[CH:20]([F:22])[F:21])C. (4) Given the product [N:31]1([CH2:30][CH2:29][CH2:28][CH2:27][C:24]2[N:23]=[N:22][C:21]([O:17][CH2:16][C:14]3[N:15]=[C:11](/[CH:10]=[CH:9]/[C:6]4[CH:7]=[CH:8][C:3]([C:2]([F:1])([F:18])[F:19])=[CH:4][CH:5]=4)[O:12][CH:13]=3)=[CH:26][CH:25]=2)[CH:35]=[N:34][CH:33]=[N:32]1, predict the reactants needed to synthesize it. The reactants are: [F:1][C:2]([F:19])([F:18])[C:3]1[CH:8]=[CH:7][C:6]([CH:9]=[CH:10][C:11]2[O:12][CH:13]=[C:14]([CH2:16][OH:17])[N:15]=2)=[CH:5][CH:4]=1.Cl[C:21]1[N:22]=[N:23][C:24]([CH2:27][CH2:28][CH2:29][CH2:30][N:31]2[CH:35]=[N:34][CH:33]=[N:32]2)=[CH:25][CH:26]=1.CC(C)([O-])C.[Na+].[NH4+].[Cl-]. (5) Given the product [C:1]1([N:11]2[C:15]([S:16][CH2:18][C:19]([O:21][CH2:22][CH3:23])=[O:20])=[N:14][N:13]=[N:12]2)[C:10]2[C:5](=[CH:6][CH:7]=[CH:8][CH:9]=2)[CH:4]=[CH:3][CH:2]=1, predict the reactants needed to synthesize it. The reactants are: [C:1]1([N:11]2[C:15]([SH:16])=[N:14][N:13]=[N:12]2)[C:10]2[C:5](=[CH:6][CH:7]=[CH:8][CH:9]=2)[CH:4]=[CH:3][CH:2]=1.Br[CH2:18][C:19]([O:21][CH2:22][CH3:23])=[O:20].C(=O)([O-])[O-].[K+].[K+].O.